Predict the reaction yield, written as a fraction of the theoretical maximum amount of product (1.0 means a 100% yield; for example, 0.34 means a 34% yield). From a dataset of Reaction yield outcomes from USPTO patents with 853,638 reactions. (1) The reactants are [CH3:1][N:2]([CH2:13][C:14]1[N:18]([CH2:19][CH2:20][CH2:21][NH:22][CH2:23][CH2:24]C(C)C)[C:17]2[CH:28]=[CH:29][CH:30]=[CH:31][C:16]=2[N:15]=1)[CH:3]1[C:12]2[N:11]=[CH:10][CH:9]=[CH:8][C:7]=2[CH2:6][CH2:5][CH2:4]1.N[CH2:33]CCN1C2C=CC=CC=2N=C1CN(C)[C@@H]1C2N=CC=CC=2CCC1. The catalyst is CC(C)=O. The product is [CH3:1][N:2]([CH2:13][C:14]1[N:18]([CH2:19][CH2:20][CH2:21][NH:22][CH:23]([CH3:33])[CH3:24])[C:17]2[CH:28]=[CH:29][CH:30]=[CH:31][C:16]=2[N:15]=1)[C@@H:3]1[C:12]2[N:11]=[CH:10][CH:9]=[CH:8][C:7]=2[CH2:6][CH2:5][CH2:4]1. The yield is 0.480. (2) The reactants are [CH3:1][C:2]1[O:6][N:5]=[C:4]([C:7]2[CH:12]=[CH:11][CH:10]=[CH:9][CH:8]=2)[C:3]=1[CH2:13][O:14][C:15]1[N:20]=[CH:19][C:18]([C:21]([NH:23][CH:24]2[CH2:29][CH2:28][CH2:27][N:26]([CH2:30][C:31](O)=[O:32])[CH2:25]2)=[O:22])=[CH:17][CH:16]=1.[CH2:34]([CH2:36][NH2:37])[OH:35]. No catalyst specified. The product is [OH:35][CH2:34][CH2:36][NH:37][C:31]([CH2:30][N:26]1[CH2:27][CH2:28][CH2:29][CH:24]([NH:23][C:21](=[O:22])[C:18]2[CH:17]=[CH:16][C:15]([O:14][CH2:13][C:3]3[C:4]([C:7]4[CH:8]=[CH:9][CH:10]=[CH:11][CH:12]=4)=[N:5][O:6][C:2]=3[CH3:1])=[N:20][CH:19]=2)[CH2:25]1)=[O:32]. The yield is 0.670. (3) The reactants are Cl.N[C@@H]1C[C@H](NC2C(C)=NC3C(N=2)=C([C:18]2[NH:26][C:25]4[CH2:24][CH2:23][NH:22][C:21](=[O:27])[C:20]=4[CH:19]=2)C=CC=3)C1.ClCCOCCCl.CCN(C(C)C)C(C)C. The catalyst is CN(C=O)C. The product is [NH:26]1[C:25]2[CH2:24][CH2:23][NH:22][C:21](=[O:27])[C:20]=2[CH:19]=[CH:18]1. The yield is 0.210. (4) The reactants are C1(S([N:10]2[C:14]3=[N:15][CH:16]=[CH:17][CH:18]=[C:13]3[CH:12]=[C:11]2[C:19]([C:26]2[CH:31]=[CH:30][C:29]([S:32]([CH2:35][CH2:36][O:37][CH3:38])(=[O:34])=[O:33])=[CH:28][CH:27]=2)=[CH:20][CH:21]2[CH2:25][CH2:24][CH2:23][CH2:22]2)(=O)=O)C=CC=CC=1.[OH-].[Na+].[CH2:41](O)C. The catalyst is O1CCCC1.ClCCl. The product is [CH:21]1([CH:20]=[C:19]([C:11]2[NH:10][C:14]3=[N:15][CH:16]=[CH:17][CH:18]=[C:13]3[CH:12]=2)[C:26]2[CH:31]=[CH:30][C:29]([S:32]([CH2:35][CH2:36][O:37][CH2:38][CH3:41])(=[O:33])=[O:34])=[CH:28][CH:27]=2)[CH2:25][CH2:24][CH2:23][CH2:22]1. The yield is 0.900. (5) The reactants are [C:1]([O:5][C:6]([N:8]1[CH2:13][CH2:12][CH:11]([CH2:14][NH:15][C:16]2[C:21]([N+:22]([O-:24])=[O:23])=[CH:20][N:19]=[C:18]([NH:25][CH2:26][C:27]3[CH:32]=[CH:31][CH:30]=[C:29](Br)[C:28]=3[CH3:34])[N:17]=2)[CH2:10][CH2:9]1)=[O:7])([CH3:4])([CH3:3])[CH3:2].Cl.[NH2:36][CH2:37][C:38]1[CH:39]=[C:40](B(O)O)[CH:41]=[CH:42][CH:43]=1.C(=O)([O-])[O-].[K+].[K+].C(COC)OC. The catalyst is C([O-])(O)=O.[Na+].ClCCl.C1C=CC([P]([Pd]([P](C2C=CC=CC=2)(C2C=CC=CC=2)C2C=CC=CC=2)([P](C2C=CC=CC=2)(C2C=CC=CC=2)C2C=CC=CC=2)[P](C2C=CC=CC=2)(C2C=CC=CC=2)C2C=CC=CC=2)(C2C=CC=CC=2)C2C=CC=CC=2)=CC=1.O. The product is [C:1]([O:5][C:6]([N:8]1[CH2:13][CH2:12][CH:11]([CH2:14][NH:15][C:16]2[C:21]([N+:22]([O-:24])=[O:23])=[CH:20][N:19]=[C:18]([NH:25][CH2:26][C:27]3[C:28]([CH3:34])=[C:29]([C:42]4[CH:41]=[CH:40][CH:39]=[C:38]([CH2:37][NH2:36])[CH:43]=4)[CH:30]=[CH:31][CH:32]=3)[N:17]=2)[CH2:10][CH2:9]1)=[O:7])([CH3:4])([CH3:3])[CH3:2]. The yield is 0.550. (6) The reactants are [CH3:1][O:2][C:3]([C:5]1[C:9]([CH2:10][OH:11])=[C:8]([C:12]2[CH:17]=[CH:16][C:15]([OH:18])=[CH:14][CH:13]=2)[N:7]([C:19]2[CH:24]=[CH:23][C:22]([Cl:25])=[CH:21][C:20]=2[Cl:26])[N:6]=1)=[O:4].C(N(CC)CC)C.[F:34][C:35]([F:43])([F:42])[CH2:36][CH2:37][S:38](Cl)(=[O:40])=[O:39].O. The catalyst is ClCCl. The product is [CH3:1][O:2][C:3]([C:5]1[C:9]([CH2:10][OH:11])=[C:8]([C:12]2[CH:13]=[CH:14][C:15]([O:18][S:38]([CH2:37][CH2:36][C:35]([F:43])([F:42])[F:34])(=[O:40])=[O:39])=[CH:16][CH:17]=2)[N:7]([C:19]2[CH:24]=[CH:23][C:22]([Cl:25])=[CH:21][C:20]=2[Cl:26])[N:6]=1)=[O:4]. The yield is 0.560. (7) The reactants are [S:1]1[CH:5]=[CH:4][N:3]=[C:2]1[NH:6][S:7]([C:10]1[C:19]2[C:14](=[CH:15][CH:16]=[CH:17][CH:18]=2)[C:13]([NH:20]C(=O)C)=[CH:12][CH:11]=1)(=[O:9])=[O:8]. The catalyst is C[O-].[Na+]. The product is [S:1]1[CH:5]=[CH:4][N:3]=[C:2]1[NH:6][S:7]([C:10]1[C:19]2[C:14](=[CH:15][CH:16]=[CH:17][CH:18]=2)[C:13]([NH2:20])=[CH:12][CH:11]=1)(=[O:9])=[O:8]. The yield is 0.730. (8) The reactants are [Cl:1][C:2]1[CH:10]=[CH:9][C:8](I)=[CH:7][C:3]=1[C:4]([OH:6])=[O:5].[C:12]1([CH3:21])[CH:17]=[CH:16][CH:15]=[C:14](B(O)O)[CH:13]=1.C([O-])([O-])=O.[Na+].[Na+]. The catalyst is O.CC([O-])=O.CC([O-])=O.[Pd+2]. The product is [Cl:1][C:2]1[CH:10]=[CH:9][C:8]([C:14]2[CH:15]=[CH:16][CH:17]=[C:12]([CH3:21])[CH:13]=2)=[CH:7][C:3]=1[C:4]([OH:6])=[O:5]. The yield is 1.00.